From a dataset of Full USPTO retrosynthesis dataset with 1.9M reactions from patents (1976-2016). Predict the reactants needed to synthesize the given product. (1) Given the product [ClH:27].[CH2:1]([N:3]1[CH:20]([C:21]2[CH:26]=[CH:25][CH:24]=[CH:23][CH:22]=2)[CH2:19][O:18][C:5]2([CH2:10][CH2:9][NH:8][CH2:7][CH2:6]2)[CH2:4]1)[CH3:2], predict the reactants needed to synthesize it. The reactants are: [CH2:1]([N:3]1[CH:20]([C:21]2[CH:26]=[CH:25][CH:24]=[CH:23][CH:22]=2)[CH2:19][O:18][C:5]2([CH2:10][CH2:9][N:8](C(OC(C)(C)C)=O)[CH2:7][CH2:6]2)[CH2:4]1)[CH3:2].[ClH:27]. (2) The reactants are: [C:1]1([C:7]2[C:11]([C:12]([F:15])([F:14])[F:13])=[C:10]([C:16](F)=[O:17])[O:9][N:8]=2)[CH:6]=[CH:5][CH:4]=[CH:3][CH:2]=1.[N:19]([CH:22]1[CH:31]([OH:32])[C:30]2[C:25](=[CH:26][C:27]([C:33](=[N:35]O)[NH2:34])=[CH:28][CH:29]=2)[O:24][CH2:23]1)=[N+:20]=[N-:21].CCN(C(C)C)C(C)C. Given the product [N:19]([CH:22]1[CH:31]([OH:32])[C:30]2[C:25](=[CH:26][C:27]([C:33]3[N:35]=[C:16]([C:10]4[O:9][N:8]=[C:7]([C:1]5[CH:6]=[CH:5][CH:4]=[CH:3][CH:2]=5)[C:11]=4[C:12]([F:15])([F:14])[F:13])[O:17][N:34]=3)=[CH:28][CH:29]=2)[O:24][CH2:23]1)=[N+:20]=[N-:21], predict the reactants needed to synthesize it.